Dataset: Catalyst prediction with 721,799 reactions and 888 catalyst types from USPTO. Task: Predict which catalyst facilitates the given reaction. (1) Reactant: C([O:3][C:4]([C@@H:6]1[CH2:8][C@H:7]1[C:9]([O:11]CC)=[O:10])=[O:5])C.Cl.[Na+].[Cl-]. Product: [C@@H:7]1([C:9]([OH:11])=[O:10])[CH2:8][C@H:6]1[C:4]([OH:5])=[O:3]. The catalyst class is: 74. (2) Reactant: C(OC(=O)[NH:7][C@@H:8]([C@H:16]1[CH2:21][CH2:20][C@H:19]([NH:22][C:23]([C:25]2[C:30]([NH2:31])=[N:29][CH:28]=[CH:27][N:26]=2)=[O:24])[CH2:18][CH2:17]1)[C:9](=[O:15])[N:10]1[CH2:14][CH2:13][S:12][CH2:11]1)(C)(C)C.[ClH:33]. Product: [ClH:33].[NH2:7][C@@H:8]([C@H:16]1[CH2:17][CH2:18][C@H:19]([NH:22][C:23]([C:25]2[C:30]([NH2:31])=[N:29][CH:28]=[CH:27][N:26]=2)=[O:24])[CH2:20][CH2:21]1)[C:9](=[O:15])[N:10]1[CH2:14][CH2:13][S:12][CH2:11]1. The catalyst class is: 798. (3) Reactant: [O:1]1[C:7]2[CH:8]=[CH:9][C:10]([CH2:12][CH2:13][CH:14]([NH2:18])[CH:15]([CH3:17])[CH3:16])=[CH:11][C:6]=2[O:5][CH2:4][CH2:3][CH2:2]1.[CH3:19][CH:20]([CH2:24][NH:25][C:26]([O:28][C:29]([CH3:32])([CH3:31])[CH3:30])=[O:27])[C:21](O)=[O:22].Cl.C(N=C=NCCCN(C)C)C.O. Product: [CH3:19][CH:20]([CH2:24][NH:25][C:26]([O:28][C:29]([CH3:30])([CH3:32])[CH3:31])=[O:27])[C:21]([NH:18][CH:14]([CH:15]([CH3:16])[CH3:17])[CH2:13][CH2:12][C:10]1[CH:9]=[CH:8][C:7]2[O:1][CH2:2][CH2:3][CH2:4][O:5][C:6]=2[CH:11]=1)=[O:22]. The catalyst class is: 166. (4) Reactant: Cl[CH2:2][CH2:3][O:4][C:5]1[C:17]2[C:16]3[C:11]4=[C:12]([O:18][CH2:19][CH:20]([C:21]5[CH:26]=[CH:25][CH:24]=[CH:23][CH:22]=5)[N:10]4[C:9]=2[CH:8]=[CH:7][CH:6]=1)[CH:13]=[CH:14][CH:15]=3.[C:27]([O:31][C:32]([N:34]1[CH2:39][CH2:38][NH:37][CH2:36][CH2:35]1)=[O:33])([CH3:30])([CH3:29])[CH3:28].[I-].[Na+].C(=O)([O-])[O-].[K+].[K+]. Product: [C:21]1([CH:20]2[N:10]3[C:11]4[C:16]([C:17]5[C:5]([O:4][CH2:3][CH2:2][N:37]6[CH2:36][CH2:35][N:34]([C:32]([O:31][C:27]([CH3:30])([CH3:29])[CH3:28])=[O:33])[CH2:39][CH2:38]6)=[CH:6][CH:7]=[CH:8][C:9]=53)=[CH:15][CH:14]=[CH:13][C:12]=4[O:18][CH2:19]2)[CH:26]=[CH:25][CH:24]=[CH:23][CH:22]=1. The catalyst class is: 3. (5) Reactant: C(C1C(C[C:15]2[CH:20]=[CH:19][C:18]([OH:21])=[CH:17][CH:16]=2)=C2N=C(C)C=C(C)N2N=1)C.C([Mg]Br)=C.CCOCC.[CH3:31][C@H:32]([NH2:39])[C:33]1[CH:38]=[CH:37][CH:36]=[CH:35][CH:34]=1. Product: [CH3:15][C@H:16]1[CH2:17][C:18](=[O:21])[CH2:19][CH2:20][N:39]1[C@H:32]([C:33]1[CH:38]=[CH:37][CH:36]=[CH:35][CH:34]=1)[CH3:31]. The catalyst class is: 20.